The task is: Predict the product of the given reaction.. This data is from Forward reaction prediction with 1.9M reactions from USPTO patents (1976-2016). (1) Given the reactants [CH3:1][O:2][C:3]1[CH:4]=[C:5]2[C:9](=[CH:10][CH:11]=1)[NH:8][CH:7]=[C:6]2[CH:12]=O.C([O-])(=O)C.[NH4+].[N+:19]([CH3:22])([O-:21])=[O:20], predict the reaction product. The product is: [CH3:1][O:2][C:3]1[CH:4]=[C:5]2[C:9](=[CH:10][CH:11]=1)[NH:8][CH:7]=[C:6]2[CH:12]=[CH:22][N+:19]([O-:21])=[O:20]. (2) Given the reactants [F:1][C:2]([F:22])([C:6]([F:21])([F:20])[C:7]([F:19])([F:18])[C:8]([F:17])([F:16])[C:9]([F:15])([F:14])[C:10]([F:13])([F:12])[F:11])[CH2:3][CH2:4][SH:5].CC[O-].[Na+].Cl[CH2:28][CH:29]=[CH:30][CH2:31][OH:32], predict the reaction product. The product is: [F:1][C:2]([F:22])([C:6]([F:20])([F:21])[C:7]([F:18])([F:19])[C:8]([F:16])([F:17])[C:9]([F:14])([F:15])[C:10]([F:13])([F:12])[F:11])[CH2:3][CH2:4][S:5][CH2:28][CH:29]=[CH:30][CH2:31][OH:32]. (3) Given the reactants [OH:1][C:2]1[CH:11]=[CH:10][CH:9]=[C:8]2[C:3]=1[CH2:4][CH2:5][NH:6][C:7]2=[O:12].Br[CH2:14][C:15]1[CH:20]=[CH:19][C:18]([S:21][C:22]([F:25])([F:24])[F:23])=[CH:17][CH:16]=1, predict the reaction product. The product is: [F:23][C:22]([S:21][C:18]1[CH:19]=[CH:20][C:15]([CH2:14][O:1][C:2]2[CH:11]=[CH:10][CH:9]=[C:8]3[C:3]=2[CH2:4][CH2:5][NH:6][C:7]3=[O:12])=[CH:16][CH:17]=1)([F:25])[F:24]. (4) Given the reactants [CH2:1]([N:3]1[CH:7]=[CH:6][C:5]([NH2:8])=[N:4]1)[CH3:2].[NH2:9][C:10]1[N:15]=[CH:14][C:13]([C:16]#[C:17][C:18]2[CH:19]=[C:20]([NH:24][C:25](=O)[O:26]C3C=CC=CC=3)[CH:21]=[CH:22][CH:23]=2)=[CH:12][N:11]=1, predict the reaction product. The product is: [NH2:9][C:10]1[N:15]=[CH:14][C:13]([C:16]#[C:17][C:18]2[CH:19]=[C:20]([NH:24][C:25]([NH:8][C:5]3[CH:6]=[CH:7][N:3]([CH2:1][CH3:2])[N:4]=3)=[O:26])[CH:21]=[CH:22][CH:23]=2)=[CH:12][N:11]=1. (5) Given the reactants [OH:1][C:2]1[CH:10]=[CH:9][C:5]([CH2:6][CH2:7]Br)=[CH:4][CH:3]=1.[CH3:11][NH2:12].[CH3:13]O, predict the reaction product. The product is: [CH3:11][N:12]([CH3:13])[CH2:7][CH2:6][C:5]1[CH:9]=[CH:10][C:2]([OH:1])=[CH:3][CH:4]=1.